This data is from Peptide-MHC class II binding affinity with 134,281 pairs from IEDB. The task is: Regression. Given a peptide amino acid sequence and an MHC pseudo amino acid sequence, predict their binding affinity value. This is MHC class II binding data. (1) The binding affinity (normalized) is 0.385. The peptide sequence is NALSVLDKIYTSPLC. The MHC is DRB1_1201 with pseudo-sequence DRB1_1201. (2) The peptide sequence is EAKRVFSLEKKMSNYIQFKS. The MHC is HLA-DQA10301-DQB10302 with pseudo-sequence HLA-DQA10301-DQB10302. The binding affinity (normalized) is 0.140. (3) The peptide sequence is RVSDVSVLMKEYDVS. The MHC is DRB1_0901 with pseudo-sequence DRB1_0901. The binding affinity (normalized) is 0.357. (4) The peptide sequence is INEPTAAAIAYGLDK. The MHC is HLA-DQA10102-DQB10602 with pseudo-sequence HLA-DQA10102-DQB10602. The binding affinity (normalized) is 0.754. (5) The peptide sequence is ALRVIAGALEVHAVK. The MHC is HLA-DQA10104-DQB10503 with pseudo-sequence HLA-DQA10104-DQB10503. The binding affinity (normalized) is 0.301. (6) The peptide sequence is LRYYRITYGETGGNS. The MHC is DRB1_1001 with pseudo-sequence DRB1_1001. The binding affinity (normalized) is 0.692. (7) The peptide sequence is AFKHAATAANAAPAN. The MHC is DRB1_0901 with pseudo-sequence DRB1_0901. The binding affinity (normalized) is 0.418.